Dataset: Reaction yield outcomes from USPTO patents with 853,638 reactions. Task: Predict the reaction yield, written as a fraction of the theoretical maximum amount of product (1.0 means a 100% yield; for example, 0.34 means a 34% yield). (1) The reactants are [CH2:1]([O:5][C:6]1[CH:7]=[C:8](/[CH:13]=[C:14](\[O:18][CH2:19][CH3:20])/[C:15]([OH:17])=[O:16])[CH:9]=[CH:10][C:11]=1[I:12])[CH2:2][CH2:3][CH3:4].S(=O)(=O)(O)O.O.[CH3:27]O. No catalyst specified. The product is [CH2:1]([O:5][C:6]1[CH:7]=[C:8](/[CH:13]=[C:14](\[O:18][CH2:19][CH3:20])/[C:15]([O:17][CH3:27])=[O:16])[CH:9]=[CH:10][C:11]=1[I:12])[CH2:2][CH2:3][CH3:4]. The yield is 0.610. (2) The reactants are [H-].[Na+].[CH2:3]([N:10]1[CH2:14][CH2:13][CH2:12][C@H:11]1[CH2:15][OH:16])[C:4]1[CH:9]=[CH:8][CH:7]=[CH:6][CH:5]=1.CS(O[CH2:22][C:23]([F:26])([F:25])[F:24])(=O)=O. The catalyst is C1COCC1. The product is [CH2:3]([N:10]1[CH2:14][CH2:13][CH2:12][C@H:11]1[CH2:15][O:16][CH2:22][C:23]([F:26])([F:25])[F:24])[C:4]1[CH:9]=[CH:8][CH:7]=[CH:6][CH:5]=1. The yield is 0.370. (3) The reactants are Cl[C:2]1[CH:3]=[C:4]([C:9]2[N:13]([C:14]3[CH:19]=[CH:18][C:17]([O:20][CH3:21])=[CH:16][CH:15]=3)[N:12]=[C:11]([CH2:22][CH:23]([C:27]3[CH:28]=[C:29]([CH3:33])[CH:30]=[CH:31][CH:32]=3)[C:24](O)=[O:25])[CH:10]=2)[CH:5]=[CH:6][C:7]=1Cl.[CH2:34](Cl)CCl.C1C=CC2N(O)N=NC=2C=1.Cl.[NH2:49][C@@H:50]1[CH2:55][CH2:54][CH2:53][CH2:52][C@H:51]1[OH:56].CCN(C(C)C)C(C)C. The catalyst is CN(C=O)C.CCOC(C)=O. The product is [OH:56][CH:51]1[CH2:52][CH2:53][CH2:54][CH2:55][CH:50]1[NH:49][C:24](=[O:25])[CH:23]([C:27]1[CH:28]=[C:29]([CH3:33])[CH:30]=[CH:31][CH:32]=1)[CH2:22][C:11]1[CH:10]=[C:9]([C:4]2[CH:3]=[CH:2][C:7]([CH3:34])=[CH:6][CH:5]=2)[N:13]([C:14]2[CH:15]=[CH:16][C:17]([O:20][CH3:21])=[CH:18][CH:19]=2)[N:12]=1. The yield is 0.330. (4) The reactants are [NH2:1][C:2]1[C:3]2[C:10]([C:11]3[CH:16]=[CH:15][C:14]([CH3:17])=[CH:13][CH:12]=3)=[CH:9][NH:8][C:4]=2[N:5]=[CH:6][N:7]=1.C1OCCOCCOCCOCCOCCOC1.C([O-])([O-])=O.[K+].[K+].[CH3:42][O:43][CH:44]([O:61][CH3:62])[CH:45]1[O:49][CH2:48][CH:47](OS(C2C=CC(C)=CC=2)(=O)=O)[CH2:46]1. The catalyst is CN(C=O)C. The product is [CH3:42][O:43][CH:44]([O:61][CH3:62])[CH:45]1[O:49][CH2:48][CH:47]([N:8]2[C:4]3[N:5]=[CH:6][N:7]=[C:2]([NH2:1])[C:3]=3[C:10]([C:11]3[CH:16]=[CH:15][C:14]([CH3:17])=[CH:13][CH:12]=3)=[CH:9]2)[CH2:46]1. The yield is 0.800. (5) The reactants are [CH3:1][C:2]1[C:10]([N+:11]([O-:13])=[O:12])=[CH:9][C:8]([F:14])=[CH:7][C:3]=1[C:4]([OH:6])=[O:5].CI.[C:17](=O)([O-])[O-].[K+].[K+]. The catalyst is CN(C)C=O. The product is [CH3:17][O:5][C:4](=[O:6])[C:3]1[CH:7]=[C:8]([F:14])[CH:9]=[C:10]([N+:11]([O-:13])=[O:12])[C:2]=1[CH3:1]. The yield is 0.259. (6) The reactants are [CH2:1]([O:3][C:4]([C:6]1[O:10][C:9]([CH2:11][O:12][C:13]2[CH:18]=[CH:17][CH:16]=[CH:15][CH:14]=2)=[N:8][C:7]=1[CH2:19][CH2:20][O:21]CC1C=CC=CC=1)=[O:5])[CH3:2]. The catalyst is [Pd].CO. The product is [CH2:1]([O:3][C:4]([C:6]1[O:10][C:9]([CH2:11][O:12][C:13]2[CH:14]=[CH:15][CH:16]=[CH:17][CH:18]=2)=[N:8][C:7]=1[CH2:19][CH2:20][OH:21])=[O:5])[CH3:2]. The yield is 0.370. (7) The product is [CH2:34]([N:43]1[C:48](=[O:49])[C:47]([CH2:50][N:11]2[CH2:12][CH2:13][N:8]([CH3:6])[CH2:9][CH2:10]2)=[CH:46][C:45]([C:56]2[CH:61]=[CH:60][C:59]([F:62])=[C:58]([CH3:63])[CH:57]=2)=[N:44]1)[CH:35]=[CH:36][C:37]1[CH:42]=[CH:41][CH:40]=[CH:39][CH:38]=1. No catalyst specified. The yield is 0.801. The reactants are C(O[C:6]([N:8]1[CH2:13][CH2:12][N:11](C2C(=O)N(CC(C)C)N=C(C3C=CC(C)=C(F)C=3)C=2C)[CH2:10][CH2:9]1)=O)(C)(C)C.[CH2:34]([N:43]1[C:48](=[O:49])[C:47]([CH2:50]OS(C)(=O)=O)=[CH:46][C:45]([C:56]2[CH:61]=[CH:60][C:59]([F:62])=[C:58]([CH3:63])[CH:57]=2)=[N:44]1)[CH:35]=[CH:36][C:37]1[CH:42]=[CH:41][CH:40]=[CH:39][CH:38]=1.CN1CCNCC1. (8) The reactants are [F:1][C:2]([F:24])([F:23])[C:3]1[N:8]=[CH:7][N:6]=[C:5]([N:9]2[CH2:14][CH2:13][CH:12]([NH:15]C(=O)OC(C)(C)C)[CH2:11][CH2:10]2)[CH:4]=1.[ClH:25]. The catalyst is ClCCl. The product is [ClH:25].[ClH:25].[F:24][C:2]([F:1])([F:23])[C:3]1[N:8]=[CH:7][N:6]=[C:5]([N:9]2[CH2:14][CH2:13][CH:12]([NH2:15])[CH2:11][CH2:10]2)[CH:4]=1. The yield is 0.970. (9) The product is [C:1]([C:4]1[N:9]=[C:8]([C:10]2[CH:15]=[CH:14][C:13]([C:27]3[CH:26]=[CH:25][C:24]([CH2:36][C:37]([O:39][CH2:40][CH3:49])=[O:38])=[CH:23][C:22]=3[CH3:21])=[CH:12][CH:11]=2)[C:7]([CH3:19])=[N:6][C:5]=1[CH3:20])(=[O:3])[NH2:2]. The yield is 0.384. The catalyst is C(O)C.O.Cl[Pd]Cl.C1(P(C2C=CC=CC=2)[C-]2C=CC=C2)C=CC=CC=1.[C-]1(P(C2C=CC=CC=2)C2C=CC=CC=2)C=CC=C1.[Fe+2]. The reactants are [C:1]([C:4]1[N:9]=[C:8]([C:10]2[CH:15]=[CH:14][C:13](B(O)O)=[CH:12][CH:11]=2)[C:7]([CH3:19])=[N:6][C:5]=1[CH3:20])(=[O:3])[NH2:2].[CH3:21][C:22]1[CH:23]=[C:24]([CH2:36][C:37]([O:39][CH3:40])=[O:38])[CH:25]=[CH:26][C:27]=1OS(C(F)(F)F)(=O)=O.P([O-])([O-])([O-])=O.[K+].[K+].[K+].[CH3:49]OCCOC. (10) The reactants are ClC(Cl)C(O)=O.N[C:8]1[N:9]([C:28]2[C:37]3[C:32](=[CH:33][CH:34]=[CH:35][CH:36]=3)[C:31]([CH:38]3[CH2:40][CH2:39]3)=[CH:30][CH:29]=2)[C:10]([S:13][CH2:14][C:15]([NH:17][C:18]2[CH:26]=[CH:25][C:21]([C:22]([OH:24])=[O:23])=[CH:20][C:19]=2[Cl:27])=[O:16])=[N:11][N:12]=1.N([O-])=O.[Na+].[Br:45]CBr. The catalyst is [Br-].C([N+](CC)(CC)CC)C1C=CC=CC=1. The product is [Br:45][C:8]1[N:9]([C:28]2[C:37]3[C:32](=[CH:33][CH:34]=[CH:35][CH:36]=3)[C:31]([CH:38]3[CH2:40][CH2:39]3)=[CH:30][CH:29]=2)[C:10]([S:13][CH2:14][C:15]([NH:17][C:18]2[CH:26]=[CH:25][C:21]([C:22]([OH:24])=[O:23])=[CH:20][C:19]=2[Cl:27])=[O:16])=[N:11][N:12]=1. The yield is 0.340.